From a dataset of Forward reaction prediction with 1.9M reactions from USPTO patents (1976-2016). Predict the product of the given reaction. (1) Given the reactants [C:1]1([Mg]Br)[CH:6]=[CH:5]C=[CH:3][CH:2]=1.C(OCC)C.[CH2:14]([O:16][C:17](=[O:27])[C:18]1[CH:23]=[CH:22][C:21]([Br:24])=[C:20]([CH3:25])[C:19]=1I)[CH3:15].[Li+].[Cl-].C(=O)C1C=CC=CC=1, predict the reaction product. The product is: [Br:24][C:21]1[C:20]([CH3:25])=[C:19]2[C:18](=[CH:23][CH:22]=1)[C:17](=[O:27])[O:16][CH:14]2[C:15]1[CH:5]=[CH:6][CH:1]=[CH:2][CH:3]=1. (2) Given the reactants Cl[C:2]1[CH:3]=[C:4]2[C:9](=[CH:10][CH:11]=1)[N:8]=[CH:7][C:6]([O:12][CH2:13][O:14][CH2:15][CH2:16][Si:17]([CH3:20])([CH3:19])[CH3:18])=[CH:5]2.[OH-:21].[K+].Cl[CH2:24][C:25]1[C:30](=[O:31])[CH:29]=[CH:28][N:27]([C:32]2[CH:33]=[N:34][N:35]([CH3:37])[CH:36]=2)[N:26]=1, predict the reaction product. The product is: [CH3:37][N:35]1[CH:36]=[C:32]([N:27]2[CH:28]=[CH:29][C:30](=[O:31])[C:25]([CH2:24][O:21][C:2]3[CH:3]=[C:4]4[C:9](=[CH:10][CH:11]=3)[N:8]=[CH:7][C:6]([O:12][CH2:13][O:14][CH2:15][CH2:16][Si:17]([CH3:20])([CH3:19])[CH3:18])=[CH:5]4)=[N:26]2)[CH:33]=[N:34]1. (3) Given the reactants C([O:8][N:9]([CH:21]=[O:22])[CH2:10][C@@H:11]([CH2:15][CH:16]1[CH2:20][CH2:19][CH2:18][CH2:17]1)[C:12]([OH:14])=O)C1C=CC=CC=1.Cl.[NH2:24][C@@H:25]([C:44]([CH3:47])([CH3:46])[CH3:45])[C:26]([N:28]1[CH2:33][CH2:32][CH:31]([NH:34][C:35](=[O:43])[C:36]2[CH:41]=[CH:40][C:39]([F:42])=[CH:38][CH:37]=2)[CH2:30][CH2:29]1)=[O:27], predict the reaction product. The product is: [CH:16]1([CH2:15][C@H:11]([CH2:10][N:9]([CH:21]=[O:22])[OH:8])[C:12]([NH:24][C@@H:25]([C:44]([CH3:47])([CH3:46])[CH3:45])[C:26]([N:28]2[CH2:33][CH2:32][CH:31]([NH:34][C:35](=[O:43])[C:36]3[CH:37]=[CH:38][C:39]([F:42])=[CH:40][CH:41]=3)[CH2:30][CH2:29]2)=[O:27])=[O:14])[CH2:17][CH2:18][CH2:19][CH2:20]1. (4) Given the reactants [Cl:1][C:2]1[CH:7]=[C:6]([N+:8]([O-])=O)[CH:5]=[C:4]([CH2:11][S:12]([CH3:15])(=[O:14])=[O:13])[CH:3]=1, predict the reaction product. The product is: [Cl:1][C:2]1[CH:7]=[C:6]([CH:5]=[C:4]([CH2:11][S:12]([CH3:15])(=[O:14])=[O:13])[CH:3]=1)[NH2:8].